This data is from Catalyst prediction with 721,799 reactions and 888 catalyst types from USPTO. The task is: Predict which catalyst facilitates the given reaction. Reactant: [CH2:1]([O:8][C:9](=[O:34])[N:10]([CH2:31][CH:32]=[CH2:33])[C:11]1[C:16](=[O:17])[N:15]2[C@H:18]([C:22](=[O:30])[NH:23][C:24]3[CH:29]=[CH:28][CH:27]=[CH:26][CH:25]=3)[CH2:19][CH:20]([CH3:21])[C:14]2=[N:13][CH:12]=1)[C:2]1[CH:7]=[CH:6][CH:5]=[CH:4][CH:3]=1.[Li+].C[Si]([N-][Si](C)(C)C)(C)C.CC(C1C=C(C(C)C)C(S([N:60]=[N+:61]=[N-:62])(=O)=O)=C(C(C)C)C=1)C.CC(O)=O. Product: [CH2:1]([O:8][C:9](=[O:34])[N:10]([CH2:31][CH:32]=[CH2:33])[C:11]1[C:16](=[O:17])[N:15]2[C@H:18]([C:22](=[O:30])[NH:23][C:24]3[CH:29]=[CH:28][CH:27]=[CH:26][CH:25]=3)[CH2:19][C@:20]([N:60]=[N+:61]=[N-:62])([CH3:21])[C:14]2=[N:13][CH:12]=1)[C:2]1[CH:7]=[CH:6][CH:5]=[CH:4][CH:3]=1. The catalyst class is: 49.